Dataset: Forward reaction prediction with 1.9M reactions from USPTO patents (1976-2016). Task: Predict the product of the given reaction. Given the reactants [NH2:1][C@H:2]([CH2:16][C:17]1[CH:22]=[CH:21][C:20]([Cl:23])=[CH:19][C:18]=1[Cl:24])[C:3]([N:5]1[CH2:13][C:12]2[C:7](=[CH:8][CH:9]=[C:10]([CH2:14][NH2:15])[CH:11]=2)[CH2:6]1)=[O:4].[CH3:25][N:26]([CH3:36])[C:27]1[CH:32]=[CH:31][C:30]([N:33]=[C:34]=[O:35])=[CH:29][CH:28]=1.CCN(CC)CC, predict the reaction product. The product is: [NH2:1][C@H:2]([CH2:16][C:17]1[CH:22]=[CH:21][C:20]([Cl:23])=[CH:19][C:18]=1[Cl:24])[C:3]([N:5]1[CH2:13][C:12]2[C:7](=[CH:8][CH:9]=[C:10]([CH2:14][NH:15][C:34]([NH:33][C:30]3[CH:31]=[CH:32][C:27]([N:26]([CH3:36])[CH3:25])=[CH:28][CH:29]=3)=[O:35])[CH:11]=2)[CH2:6]1)=[O:4].